The task is: Regression. Given a peptide amino acid sequence and an MHC pseudo amino acid sequence, predict their binding affinity value. This is MHC class I binding data.. This data is from Peptide-MHC class I binding affinity with 185,985 pairs from IEDB/IMGT. The peptide sequence is LLLENKSLTI. The MHC is HLA-A02:03 with pseudo-sequence HLA-A02:03. The binding affinity (normalized) is 0.363.